Dataset: Peptide-MHC class I binding affinity with 185,985 pairs from IEDB/IMGT. Task: Regression. Given a peptide amino acid sequence and an MHC pseudo amino acid sequence, predict their binding affinity value. This is MHC class I binding data. The peptide sequence is RLLRFTGLF. The MHC is HLA-A80:01 with pseudo-sequence HLA-A80:01. The binding affinity (normalized) is 0.686.